This data is from Catalyst prediction with 721,799 reactions and 888 catalyst types from USPTO. The task is: Predict which catalyst facilitates the given reaction. (1) Reactant: Cl.Cl.[NH2:3][C:4]1[C:8]([NH2:9])=[CH:7][S:6][CH:5]=1.C(N(C(C)C)C(C)C)C.[CH3:19][C:20]1[C:21]([N:25]=[C:26]=[S:27])=[CH:22][S:23][CH:24]=1. Product: [NH2:3][C:4]1[C:8]([NH:9][C:26]([NH:25][C:21]2[C:20]([CH3:19])=[CH:24][S:23][CH:22]=2)=[S:27])=[CH:7][S:6][CH:5]=1. The catalyst class is: 7. (2) Reactant: [F:1][C:2]1[C:7]2[N:8]=[N:9][S:10][C:6]=2[CH:5]=[C:4]([C:11]([O:13][CH3:14])=[O:12])[C:3]=1[NH:15][C:16]1[CH:21]=[CH:20][CH:19]=[CH:18][C:17]=1[F:22].C1C(=O)N([I:30])C(=O)C1.FC(F)(F)C(O)=O. Product: [F:1][C:2]1[C:7]2[N:8]=[N:9][S:10][C:6]=2[CH:5]=[C:4]([C:11]([O:13][CH3:14])=[O:12])[C:3]=1[NH:15][C:16]1[CH:21]=[CH:20][C:19]([I:30])=[CH:18][C:17]=1[F:22]. The catalyst class is: 3. (3) Reactant: [CH3:1][S:2](Cl)(=[O:4])=[O:3].[O:6]([CH2:13][CH2:14][NH:15][CH2:16][CH2:17][OH:18])[C:7]1[CH:12]=[CH:11][CH:10]=[CH:9][CH:8]=1.C(N(CC)CC)C. Product: [CH3:1][S:2]([N:15]([CH2:14][CH2:13][O:6][C:7]1[CH:12]=[CH:11][CH:10]=[CH:9][CH:8]=1)[CH2:16][CH2:17][O:18][S:2]([CH3:1])(=[O:4])=[O:3])(=[O:4])=[O:3]. The catalyst class is: 4.